Dataset: Reaction yield outcomes from USPTO patents with 853,638 reactions. Task: Predict the reaction yield, written as a fraction of the theoretical maximum amount of product (1.0 means a 100% yield; for example, 0.34 means a 34% yield). (1) The reactants are C(OC([N:8]1[CH2:12][CH2:11][C@@H:10]([CH2:13][N:14]2[C:23]3[C:18](=[CH:19][C:20]([I:24])=[CH:21][CH:22]=3)[C:17](=[O:25])[C:16]([C:26]([O:28][CH2:29][CH3:30])=[O:27])=[CH:15]2)[CH2:9]1)=O)(C)(C)C.[ClH:31]. The catalyst is O1CCOCC1. The product is [ClH:31].[I:24][C:20]1[CH:19]=[C:18]2[C:23](=[CH:22][CH:21]=1)[N:14]([CH2:13][C@H:10]1[CH2:11][CH2:12][NH:8][CH2:9]1)[CH:15]=[C:16]([C:26]([O:28][CH2:29][CH3:30])=[O:27])[C:17]2=[O:25]. The yield is 1.00. (2) The product is [CH2:16]([NH:23][C:24]([C:26]1[S:30][C:29]([N:31]2[CH2:35][CH2:34][N:33]([CH2:10][C:11]([O:13][CH2:14][CH3:15])=[O:12])[C:32]2=[O:36])=[N:28][C:27]=1[CH3:37])=[O:25])[C:17]1[CH:22]=[CH:21][CH:20]=[CH:19][CH:18]=1. The yield is 0.380. The reactants are C(Br)C1C=CC=CC=1.Br[CH2:10][C:11]([O:13][CH2:14][CH3:15])=[O:12].[CH2:16]([NH:23][C:24]([C:26]1[S:30][C:29]([N:31]2[CH2:35][CH2:34][NH:33][C:32]2=[O:36])=[N:28][C:27]=1[CH3:37])=[O:25])[C:17]1[CH:22]=[CH:21][CH:20]=[CH:19][CH:18]=1. No catalyst specified.